The task is: Regression/Classification. Given a drug SMILES string, predict its absorption, distribution, metabolism, or excretion properties. Task type varies by dataset: regression for continuous measurements (e.g., permeability, clearance, half-life) or binary classification for categorical outcomes (e.g., BBB penetration, CYP inhibition). For this dataset (lipophilicity_astrazeneca), we predict Y.. This data is from Experimental lipophilicity measurements (octanol/water distribution) for 4,200 compounds from AstraZeneca. (1) The molecule is COc1ccc2ncc(=O)n(CCN3CC[C@@H](NCc4ccc5c(n4)NC(=O)CO5)[C@H](OC)C3)c2c1. The Y is 0.970 logD. (2) The compound is O=C(N[C@@H](Cc1ccc(CCCCNc2ccccn2)cc1)C(=O)O)c1c(Cl)cccc1Cl. The Y is 0.510 logD. (3) The compound is CC(=O)Nc1ccc(C(=O)Nc2ccccc2N)cc1. The Y is 0.820 logD. (4) The drug is COC(=O)Nc1cnc(-c2ccc(F)cc2)n(CC(=O)NC(C(=O)C(F)(F)F)C(C)C)c1=O. The Y is 1.82 logD. (5) The drug is COc1cc2ncnc(Nc3ccccc3)c2cc1OC. The Y is 3.04 logD. (6) The molecule is CC(O)C(C)OC(=O)[C@@H]1CC2c3cccc4c3c(cn4C(C)C)CC2N(C)C1. The Y is 2.80 logD. (7) The compound is O=C(Nc1ccc(F)cc1)c1ccc(Cl)[n+]([O-])c1. The Y is 1.38 logD. (8) The molecule is Nc1ncnc2c1C(=O)N(c1ccc([C@H]3CC[C@H](CC(=O)O)CC3)cc1)CCO2. The Y is -0.500 logD. (9) The drug is COc1cc(OC2CCN(C(C)=O)CC2)ccc1Nc1ncc(Cl)c(-c2cnc3ccccn23)n1. The Y is 4.00 logD.